Dataset: Forward reaction prediction with 1.9M reactions from USPTO patents (1976-2016). Task: Predict the product of the given reaction. (1) Given the reactants [CH:1]([C:3]1[S:7][C:6]([C:8]([O:10][CH3:11])=[O:9])=[CH:5][C:4]=1[C:12]1[N:16]2[N:17]=[CH:18][CH:19]=[CH:20][C:15]2=[N:14][CH:13]=1)=C.C[N+]1([O-])CC[O:25]CC1.S([O-])([O-])(=O)=S.[Na+].[Na+].I([O-])(=O)(=O)=O.[Na+], predict the reaction product. The product is: [CH:1]([C:3]1[S:7][C:6]([C:8]([O:10][CH3:11])=[O:9])=[CH:5][C:4]=1[C:12]1[N:16]2[N:17]=[CH:18][CH:19]=[CH:20][C:15]2=[N:14][CH:13]=1)=[O:25]. (2) Given the reactants [N:1]1([CH2:11][CH2:12][OH:13])[C:10]2[C:5](=[CH:6][CH:7]=[CH:8][CH:9]=2)[CH2:4][CH2:3][CH2:2]1.[I:14]N1C(=O)CCC1=O.O, predict the reaction product. The product is: [I:14][C:7]1[CH:6]=[C:5]2[C:10](=[CH:9][CH:8]=1)[N:1]([CH2:11][CH2:12][OH:13])[CH2:2][CH2:3][CH2:4]2.